Dataset: Reaction yield outcomes from USPTO patents with 853,638 reactions. Task: Predict the reaction yield, written as a fraction of the theoretical maximum amount of product (1.0 means a 100% yield; for example, 0.34 means a 34% yield). (1) The reactants are O=[C:2]1[CH2:6][CH2:5][C@@H:4]([C:7]([OH:9])=[O:8])[N:3]1[C:10]([OH:12])=[O:11].[Li+].[B-](CC)(CC)CC.C(N(C(C)C)C(C)C)C.CN(C1C=CC=CN=1)C.FC(F)(F)C(OC(=O)C(F)(F)F)=O. The catalyst is C1(C)C=CC=CC=1.O. The product is [N:3]1([C:10]([OH:12])=[O:11])[CH:4]([C:7]([OH:9])=[O:8])[CH2:5][CH:6]=[CH:2]1. The yield is 1.00. (2) The reactants are [N:1]1[CH:6]=[CH:5][CH:4]=[CH:3][C:2]=1[N:7]1[C:15]([OH:16])=[C:14]2[C:9]([CH2:10][CH2:11][C:12]3[CH:20]=[CH:19][CH:18]=[CH:17][C:13]=32)=[N:8]1.ClC1C=C(C=CC=1)C(OO)=[O:26].C(=O)(O)[O-].[Na+]. The catalyst is ClCCl. The product is [OH:16][C:15]1[N:7]([C:2]2[CH:3]=[CH:4][CH:5]=[CH:6][N+:1]=2[O-:26])[N:8]=[C:9]2[C:14]=1[C:13]1[CH:17]=[CH:18][CH:19]=[CH:20][C:12]=1[CH2:11][CH2:10]2. The yield is 0.390. (3) The reactants are [CH3:1][O:2][C:3]1[CH:4]=[C:5]2[C:10](=[CH:11][CH:12]=1)[CH:9]=[C:8]([C@H:13]([CH3:17])[C:14]([OH:16])=[O:15])[CH:7]=[CH:6]2.[OH:18][CH2:19][CH2:20][N:21]([CH2:32][CH2:33]O)[S:22]([C:25]1[CH:30]=[CH:29][C:28]([CH3:31])=[CH:27][CH:26]=1)(=[O:24])=[O:23].Cl.CN(C)CCCN=C=NCC. The catalyst is CN(C1C=CN=CC=1)C.C(Cl)Cl.CN(C=O)C. The product is [CH3:1][O:2][C:3]1[CH:4]=[C:5]2[C:10](=[CH:11][CH:12]=1)[CH:9]=[C:8]([C@H:13]([CH3:17])[C:14]([O:16][CH2:33][CH2:32][N:21]([CH2:20][CH2:19][OH:18])[S:22]([C:25]1[CH:30]=[CH:29][C:28]([CH3:31])=[CH:27][CH:26]=1)(=[O:24])=[O:23])=[O:15])[CH:7]=[CH:6]2. The yield is 0.700. (4) The reactants are [CH2:1]([NH:8][C:9]([C:11]1[CH:12]=[C:13]2[C:18](=[CH:19][CH:20]=1)[CH:17]=[N:16][CH:15]=[C:14]2Br)=[O:10])[C:2]1[CH:7]=[CH:6][CH:5]=[CH:4][CH:3]=1.[N:22]1[CH:27]=[CH:26][C:25](B(O)O)=[CH:24][CH:23]=1.C(=O)([O-])[O-].[Cs+].[Cs+]. The catalyst is O1CCOCC1.O.C1(P([C-]2C=CC=C2)C2C=CC=CC=2)C=CC=CC=1.[C-]1(P(C2C=CC=CC=2)C2C=CC=CC=2)C=CC=C1.[Fe+2].[Pd](Cl)Cl. The product is [CH2:1]([NH:8][C:9]([C:11]1[CH:12]=[C:13]2[C:18](=[CH:19][CH:20]=1)[CH:17]=[N:16][CH:15]=[C:14]2[C:25]1[CH:26]=[CH:27][N:22]=[CH:23][CH:24]=1)=[O:10])[C:2]1[CH:7]=[CH:6][CH:5]=[CH:4][CH:3]=1. The yield is 0.780. (5) The reactants are [Cl:1][C:2]1[CH:3]=[C:4]([C:9](=O)[CH2:10][C:11](=O)[C:12]([F:15])([F:14])[F:13])[CH:5]=[CH:6][C:7]=1[F:8].[NH2:18][C:19]1[C:23]([C:24]2[CH:29]=[C:28]([CH3:30])[N:27]=[C:26]([CH3:31])[CH:25]=2)=[CH:22][NH:21][N:20]=1. No catalyst specified. The product is [Cl:1][C:2]1[CH:3]=[C:4]([C:9]2[CH:10]=[C:11]([C:12]([F:15])([F:14])[F:13])[N:20]3[N:21]=[CH:22][C:23]([C:24]4[CH:29]=[C:28]([CH3:30])[N:27]=[C:26]([CH3:31])[CH:25]=4)=[C:19]3[N:18]=2)[CH:5]=[CH:6][C:7]=1[F:8]. The yield is 0.460. (6) The reactants are [C:1]([O:5][C:6]([N:8]1[CH2:13][CH2:12][NH:11][CH2:10][CH2:9]1)=[O:7])([CH3:4])([CH3:3])[CH3:2].[CH2:14]([O:16][C:17](=[O:25])[C:18]1[CH:23]=[CH:22][C:21](F)=[CH:20][CH:19]=1)[CH3:15].C(=O)([O-])[O-].[K+].[K+].O. The catalyst is CS(C)=O. The product is [C:1]([O:5][C:6]([N:8]1[CH2:13][CH2:12][N:11]([C:21]2[CH:22]=[CH:23][C:18]([C:17]([O:16][CH2:14][CH3:15])=[O:25])=[CH:19][CH:20]=2)[CH2:10][CH2:9]1)=[O:7])([CH3:4])([CH3:2])[CH3:3]. The yield is 0.600. (7) The reactants are [CH3:1][C:2]1([CH3:15])[C:6]2[CH:7]=[CH:8][C:9]([C:11]([O:13]C)=[O:12])=[CH:10][C:5]=2[O:4][CH2:3]1.[OH-].[Na+].Cl. The catalyst is CO. The product is [CH3:1][C:2]1([CH3:15])[C:6]2[CH:7]=[CH:8][C:9]([C:11]([OH:13])=[O:12])=[CH:10][C:5]=2[O:4][CH2:3]1. The yield is 0.770.